This data is from Catalyst prediction with 721,799 reactions and 888 catalyst types from USPTO. The task is: Predict which catalyst facilitates the given reaction. (1) Reactant: [C:1]([CH:5]1[CH2:10][CH2:9][CH:8]([C:11]2[CH:16]=[CH:15][CH:14]=[CH:13][C:12]=2[N:17]([CH2:22][CH:23]=O)[C:18](=[O:21])[CH2:19][Cl:20])[CH2:7][CH2:6]1)([CH3:4])([CH3:3])[CH3:2].[CH2:25]([NH2:29])[CH2:26][CH2:27][CH3:28].C(O[BH-](OC(=O)C)OC(=O)C)(=O)C.[Na+]. Product: [ClH:20].[CH2:25]([N:29]1[CH2:23][CH2:22][N:17]([C:12]2[CH:13]=[CH:14][CH:15]=[CH:16][C:11]=2[CH:8]2[CH2:7][CH2:6][CH:5]([C:1]([CH3:2])([CH3:3])[CH3:4])[CH2:10][CH2:9]2)[C:18](=[O:21])[CH2:19]1)[CH2:26][CH2:27][CH3:28]. The catalyst class is: 26. (2) Reactant: C[Mg+].[Br-].CCOCC.[CH:9]([NH:12][CH:13]([CH3:15])[CH3:14])([CH3:11])[CH3:10].[C:16](#[N:23])[C:17]1[CH:22]=[CH:21][CH:20]=[CH:19][CH:18]=1. Product: [CH:9]([N:12]([CH:13]([CH3:15])[CH3:14])[C:16](=[NH:23])[C:17]1[CH:22]=[CH:21][CH:20]=[CH:19][CH:18]=1)([CH3:11])[CH3:10]. The catalyst class is: 11. (3) Reactant: [CH:1]([N:14]1[CH2:19][CH2:18][CH:17]([CH2:20][OH:21])[CH2:16][CH2:15]1)([C:8]1[CH:13]=[CH:12][CH:11]=[CH:10][CH:9]=1)[C:2]1[CH:7]=[CH:6][CH:5]=[CH:4][CH:3]=1.[Cl:22][C:23]1[C:24](F)=[CH:25][C:26]([F:36])=[C:27]([CH:35]=1)[C:28]([O:30]C(C)(C)C)=[O:29].C([O-])(C)(C)C.[K+]. Product: [CH:1]([N:14]1[CH2:19][CH2:18][CH:17]([CH2:20][O:21][C:24]2[C:23]([Cl:22])=[CH:35][C:27]([C:28]([OH:30])=[O:29])=[C:26]([F:36])[CH:25]=2)[CH2:16][CH2:15]1)([C:8]1[CH:13]=[CH:12][CH:11]=[CH:10][CH:9]=1)[C:2]1[CH:3]=[CH:4][CH:5]=[CH:6][CH:7]=1. The catalyst class is: 16. (4) Reactant: Br[C:2]1[CH:3]=[CH:4][C:5]([O:8][CH3:9])=[N:6][CH:7]=1.I[C:11]1[CH:19]=[C:18]2[C:14]([C:15](/[CH:28]=[CH:29]/[C:30]3[CH:35]=[CH:34][CH:33]=[CH:32][CH:31]=3)=[N:16][N:17]2[CH2:20][O:21][CH2:22][CH2:23][Si:24]([CH3:27])([CH3:26])[CH3:25])=[CH:13][CH:12]=1. Product: [CH3:9][O:8][C:5]1[CH:4]=[CH:3][C:2]([C:11]2[CH:19]=[C:18]3[C:14]([C:15](/[CH:28]=[CH:29]/[C:30]4[CH:35]=[CH:34][CH:33]=[CH:32][CH:31]=4)=[N:16][N:17]3[CH2:20][O:21][CH2:22][CH2:23][Si:24]([CH3:25])([CH3:26])[CH3:27])=[CH:13][CH:12]=2)=[CH:7][N:6]=1. The catalyst class is: 660. (5) Reactant: [C:1]12[C:7](=[CH:8][CH:9]=[CH:10][CH:11]=1)[NH:6][C:5](=[O:12])[O:4][C:2]2=[O:3].[H-].[Na+].[F:15][C:16]1[CH:23]=[CH:22][C:19]([CH2:20]Br)=[CH:18][CH:17]=1.O. Product: [F:15][C:16]1[CH:23]=[CH:22][C:19]([CH2:20][N:6]2[C:7]3[CH:8]=[CH:9][CH:10]=[CH:11][C:1]=3[C:2](=[O:3])[O:4][C:5]2=[O:12])=[CH:18][CH:17]=1. The catalyst class is: 9. (6) Reactant: [N:1]1[C:2]([CH2:10][CH2:11][O:12][C:13]2[CH:35]=[CH:34][C:16]3[CH2:17][CH:18]([CH2:28][C:29]([O:31][CH2:32][CH3:33])=[O:30])[C:19](=[O:27])[N:20]([CH2:22][C:23]([F:26])([F:25])[F:24])[CH2:21][C:15]=3[CH:14]=2)=[CH:3][N:4]2[CH:9]=[CH:8][CH:7]=[N:6][C:5]=12.[ClH:36].C(O)C. Product: [ClH:36].[O:27]=[C:19]1[CH:18]([CH2:28][C:29]([O:31][CH2:32][CH3:33])=[O:30])[CH2:17][C:16]2[CH:34]=[CH:35][C:13]([O:12][CH2:11][CH2:10][C:2]3[N:1]=[C:5]4[NH:6][CH2:7][CH2:8][CH2:9][N:4]4[CH:3]=3)=[CH:14][C:15]=2[CH2:21][N:20]1[CH2:22][C:23]([F:26])([F:25])[F:24]. The catalyst class is: 349. (7) Reactant: [CH2:1]([O:8][C:9]1[C:14]([F:15])=[CH:13][C:12]([NH2:16])=[C:11]([Br:17])[C:10]=1[F:18])[C:2]1[CH:7]=[CH:6][CH:5]=[CH:4][CH:3]=1.[C:19]([O:23][C:24](=O)[O:25]C(C)(C)C)([CH3:22])([CH3:21])[CH3:20]. Product: [C:19]([O:23][C:24](=[O:25])[NH:16][C:12]1[CH:13]=[C:14]([F:15])[C:9]([O:8][CH2:1][C:2]2[CH:3]=[CH:4][CH:5]=[CH:6][CH:7]=2)=[C:10]([F:18])[C:11]=1[Br:17])([CH3:22])([CH3:21])[CH3:20]. The catalyst class is: 527.